This data is from Catalyst prediction with 721,799 reactions and 888 catalyst types from USPTO. The task is: Predict which catalyst facilitates the given reaction. Reactant: C([N:8]1[CH2:13][CH2:12][CH2:11][C@@H:10]([N:14]2[CH:23]=[CH:22][C:21]3[C:16](=[CH:17][CH:18]=[CH:19][CH:20]=3)[C:15]2=[O:24])[CH2:9]1)C1C=CC=CC=1. Product: [NH:8]1[CH2:13][CH2:12][CH2:11][C@@H:10]([N:14]2[CH2:23][CH2:22][C:21]3[C:16](=[CH:17][CH:18]=[CH:19][CH:20]=3)[C:15]2=[O:24])[CH2:9]1. The catalyst class is: 105.